From a dataset of Reaction yield outcomes from USPTO patents with 853,638 reactions. Predict the reaction yield, written as a fraction of the theoretical maximum amount of product (1.0 means a 100% yield; for example, 0.34 means a 34% yield). The reactants are [C:1]([N:9]1[CH2:22][CH2:21][C:20]2[C:19]3[C:18](Br)=[CH:17][CH:16]=[CH:15][C:14]=3[NH:13][C:12]=2[CH2:11][CH2:10]1)(=[O:8])[C:2]1[CH:7]=[CH:6][CH:5]=[CH:4][CH:3]=1.[F:24][C:25]1[CH:30]=[CH:29][CH:28]=[CH:27][C:26]=1B(O)O.CCOC(C)=O.CCCCCCC. The catalyst is C(COC)OC.C(=O)([O-])[O-].[Na+].[Na+].C1C=CC([P]([Pd]([P](C2C=CC=CC=2)(C2C=CC=CC=2)C2C=CC=CC=2)([P](C2C=CC=CC=2)(C2C=CC=CC=2)C2C=CC=CC=2)[P](C2C=CC=CC=2)(C2C=CC=CC=2)C2C=CC=CC=2)(C2C=CC=CC=2)C2C=CC=CC=2)=CC=1. The product is [C:1]([N:9]1[CH2:22][CH2:21][C:20]2[C:19]3[C:18]([C:26]4[CH:27]=[CH:28][CH:29]=[CH:30][C:25]=4[F:24])=[CH:17][CH:16]=[CH:15][C:14]=3[NH:13][C:12]=2[CH2:11][CH2:10]1)(=[O:8])[C:2]1[CH:7]=[CH:6][CH:5]=[CH:4][CH:3]=1. The yield is 0.430.